This data is from Forward reaction prediction with 1.9M reactions from USPTO patents (1976-2016). The task is: Predict the product of the given reaction. (1) Given the reactants C1C=C(Cl)C=C(C(OO)=[O:9])C=1.[CH:12]1([NH:15][C:16]([C:18]2[CH:19]=[C:20]([F:39])[C:21]([CH3:38])=[C:22]([C:24]3[N:29]=[CH:28][C:27]([C:30]([NH:32][C@H:33]([CH3:37])[CH:34]([CH3:36])[CH3:35])=[O:31])=[CH:26][CH:25]=3)[CH:23]=2)=[O:17])[CH2:14][CH2:13]1, predict the reaction product. The product is: [CH:12]1([NH:15][C:16]([C:18]2[CH:19]=[C:20]([F:39])[C:21]([CH3:38])=[C:22]([C:24]3[N+:29]([O-:9])=[CH:28][C:27]([C:30]([NH:32][C@H:33]([CH3:37])[CH:34]([CH3:35])[CH3:36])=[O:31])=[CH:26][CH:25]=3)[CH:23]=2)=[O:17])[CH2:14][CH2:13]1. (2) Given the reactants Cl[C:2]1[CH:7]=[CH:6][C:5]([CH:8]([C:28]2[CH:33]=[CH:32][C:31](Cl)=[CH:30][CH:29]=2)[N:9]2[CH2:13][CH2:12][C@@H:11]([NH:14][C:15](=[O:27])[C:16]3[CH:21]=[CH:20][C:19]([O:22][C:23]([F:26])([F:25])[F:24])=[CH:18][CH:17]=3)[CH2:10]2)=[CH:4][CH:3]=1.C1(P(C2CCCCC2)C2C=CC=CC=2C2[CH:53]=[CH:52][CH:51]=[CH:50][C:49]=2[N:54](C)C)CCCCC1.[CH:63]1([NH2:68])[CH2:67][CH2:66][CH2:65][CH2:64]1.C[Si]([N-][Si](C)(C)C)(C)C.[Li+].O1CCCC1, predict the reaction product. The product is: [CH:63]1([NH:68][C:2]2[CH:7]=[CH:6][C:5]([CH:8]([C:28]3[CH:33]=[CH:32][C:31]([NH:54][CH:49]4[CH2:50][CH2:51][CH2:52][CH2:53]4)=[CH:30][CH:29]=3)[N:9]3[CH2:13][CH2:12][C@@H:11]([NH:14][C:15](=[O:27])[C:16]4[CH:21]=[CH:20][C:19]([O:22][C:23]([F:26])([F:25])[F:24])=[CH:18][CH:17]=4)[CH2:10]3)=[CH:4][CH:3]=2)[CH2:67][CH2:66][CH2:65][CH2:64]1. (3) Given the reactants C(C1C=CC(C(NC2C=CC(C3C=C4C(CN([C@@H](C(C)C)C(O)=O)C4=O)=CC=3)=NC=2)=O)=CC=1)(C)(C)C.[CH2:37]([O:41][C:42]1[CH:78]=[CH:77][C:45]([C:46]([NH:48][C:49]2[CH:54]=[CH:53][C:52]([C:55]3[CH:63]=[C:62]4[C:58]([CH2:59][N:60]([C@@H:65]([CH:70]([CH3:72])[CH3:71])[C:66]([O:68]C)=[O:67])[C:61]4=[O:64])=[CH:57][CH:56]=3)=[C:51]([C:73]([F:76])([F:75])[F:74])[CH:50]=2)=[O:47])=[CH:44][CH:43]=1)[CH2:38][CH2:39][CH3:40], predict the reaction product. The product is: [CH2:37]([O:41][C:42]1[CH:78]=[CH:77][C:45]([C:46]([NH:48][C:49]2[CH:54]=[CH:53][C:52]([C:55]3[CH:63]=[C:62]4[C:58]([CH2:59][N:60]([C@@H:65]([CH:70]([CH3:71])[CH3:72])[C:66]([OH:68])=[O:67])[C:61]4=[O:64])=[CH:57][CH:56]=3)=[C:51]([C:73]([F:75])([F:76])[F:74])[CH:50]=2)=[O:47])=[CH:44][CH:43]=1)[CH2:38][CH2:39][CH3:40]. (4) Given the reactants FC(F)(F)C(O)=O.[CH3:8][N:9]1[C:17]2[CH:16]=[C:15]([C:18]3[CH:19]=[N:20][C:21]([O:28][CH2:29][CH2:30][CH:31]4[CH2:36][CH2:35][NH:34][CH2:33][CH2:32]4)=[C:22]([C:24]([F:27])([F:26])[F:25])[CH:23]=3)[N:14]=[C:13]([C:37]#[N:38])[C:12]=2[N:11]=[N:10]1.C(N(CC)C(C)C)(C)C.[Cl:48][CH2:49][C:50]([N:52]([CH3:54])[CH3:53])=[O:51], predict the reaction product. The product is: [ClH:48].[CH3:8][N:9]1[C:17]2[CH:16]=[C:15]([C:18]3[CH:19]=[N:20][C:21]([O:28][CH2:29][CH2:30][CH:31]4[CH2:36][CH2:35][N:34]([CH2:49][C:50]([N:52]([CH3:54])[CH3:53])=[O:51])[CH2:33][CH2:32]4)=[C:22]([C:24]([F:25])([F:26])[F:27])[CH:23]=3)[N:14]=[C:13]([C:37]#[N:38])[C:12]=2[N:11]=[N:10]1. (5) Given the reactants C[C@:2]1([C:27]([N:29]2[CH2:34][CH2:33][CH2:32][CH2:31][CH2:30]2)=[O:28])[N:19](C(OC(C)(C)C)=O)[CH2:18][C:5]2[N:6]([CH2:13][CH2:14][CH2:15][CH2:16][CH3:17])[C:7]3[C:12]([C:4]=2[CH2:3]1)=[CH:11][CH:10]=[CH:9][CH:8]=3.CSC.C(S)(S)C.C(O)(C(F)(F)F)=O.[ClH:49], predict the reaction product. The product is: [ClH:49].[CH2:13]([N:6]1[C:7]2[C:12](=[CH:11][CH:10]=[CH:9][CH:8]=2)[C:4]2[CH2:3][C@@H:2]([C:27]([N:29]3[CH2:30][CH2:31][CH2:32][CH2:33][CH2:34]3)=[O:28])[NH:19][CH2:18][C:5]1=2)[CH2:14][CH2:15][CH2:16][CH3:17]. (6) The product is: [CH2:1]([O:3][C:4]([C:5]1[CH:10]=[C:9]2[C:8](=[CH:7][CH:6]=1)[NH:11][CH:12]([C:13]1[CH:18]=[C:17]([Cl:19])[CH:16]=[C:15]([Br:20])[CH:14]=1)[C:49]([CH3:51])([CH3:50])[CH:48]2[OH:52])=[O:21])[CH3:2]. Given the reactants [CH2:1]([O:3][C:4](=[O:21])[C:5]1[CH:10]=[CH:9][C:8]([N:11]=[CH:12][C:13]2[CH:18]=[C:17]([Cl:19])[CH:16]=[C:15]([Br:20])[CH:14]=2)=[CH:7][CH:6]=1)[CH3:2].O.[O-]S(C(F)(F)F)(=O)=O.[Yb+3].[O-]S(C(F)(F)F)(=O)=O.[O-]S(C(F)(F)F)(=O)=O.[CH:48](=[O:52])[CH:49]([CH3:51])[CH3:50].O, predict the reaction product. (7) The product is: [ClH:1].[ClH:39].[Cl:1][C:2]1[CH:3]=[C:4]([CH2:8][CH2:9][NH:10][CH2:18][CH2:19][CH2:20][S:21][CH2:22][CH2:23][NH:24][CH2:25][C@@H:26]([C:27]2[C:35]3[S:34][C:33](=[O:36])[NH:32][C:31]=3[C:30]([OH:37])=[CH:29][CH:28]=2)[OH:38])[CH:5]=[CH:6][CH:7]=1. Given the reactants [Cl:1][C:2]1[CH:3]=[C:4]([CH2:8][CH2:9][N:10]([CH2:18][CH2:19][CH2:20][S:21][CH2:22][CH2:23][NH:24][CH2:25][C@H:26]([OH:38])[C:27]2[C:35]3[S:34][C:33](=[O:36])[NH:32][C:31]=3[C:30]([OH:37])=[CH:29][CH:28]=2)C(=O)OC(C)(C)C)[CH:5]=[CH:6][CH:7]=1.[ClH:39], predict the reaction product.